Task: Regression. Given a peptide amino acid sequence and an MHC pseudo amino acid sequence, predict their binding affinity value. This is MHC class I binding data.. Dataset: Peptide-MHC class I binding affinity with 185,985 pairs from IEDB/IMGT (1) The peptide sequence is PFPSQQPYL. The MHC is HLA-A30:02 with pseudo-sequence HLA-A30:02. The binding affinity (normalized) is 0.702. (2) The peptide sequence is SDILSGIFSNPH. The MHC is HLA-A68:02 with pseudo-sequence HLA-A68:02. The binding affinity (normalized) is 0.0523. (3) The peptide sequence is EKLKSLFNTV. The MHC is HLA-B08:02 with pseudo-sequence HLA-B08:02. The binding affinity (normalized) is 0.0847. (4) The peptide sequence is PPQATAKYL. The MHC is HLA-A26:01 with pseudo-sequence HLA-A26:01. The binding affinity (normalized) is 0.0847. (5) The peptide sequence is RVRIERGPR. The MHC is HLA-B27:05 with pseudo-sequence HLA-B27:05. The binding affinity (normalized) is 0.247. (6) The MHC is Mamu-B52 with pseudo-sequence Mamu-B52. The peptide sequence is RGVEKPPHL. The binding affinity (normalized) is 0.401. (7) The peptide sequence is KYKQSNTNK. The MHC is HLA-A30:01 with pseudo-sequence HLA-A30:01. The binding affinity (normalized) is 0.571.